This data is from NCI-60 drug combinations with 297,098 pairs across 59 cell lines. The task is: Regression. Given two drug SMILES strings and cell line genomic features, predict the synergy score measuring deviation from expected non-interaction effect. Drug 1: C1=NC2=C(N=C(N=C2N1C3C(C(C(O3)CO)O)O)F)N. Drug 2: CNC(=O)C1=NC=CC(=C1)OC2=CC=C(C=C2)NC(=O)NC3=CC(=C(C=C3)Cl)C(F)(F)F. Cell line: MALME-3M. Synergy scores: CSS=0.921, Synergy_ZIP=-0.651, Synergy_Bliss=-1.22, Synergy_Loewe=-6.11, Synergy_HSA=-3.43.